From a dataset of Forward reaction prediction with 1.9M reactions from USPTO patents (1976-2016). Predict the product of the given reaction. (1) Given the reactants [H-].[Na+].[NH2:3][C:4]1[CH:9]=[CH:8][C:7]([C:10]2[CH:15]=[CH:14][C:13]([C:16]([F:19])([F:18])[F:17])=[CH:12][CH:11]=2)=[CH:6][C:5]=1[C:20]#[N:21].[CH2:22](Br)[C:23]1[CH:28]=[CH:27][CH:26]=[CH:25][CH:24]=1.O, predict the reaction product. The product is: [C:23]1([CH2:22][NH:3][C:4]2[CH:9]=[CH:8][C:7]([C:10]3[CH:11]=[CH:12][C:13]([C:16]([F:17])([F:18])[F:19])=[CH:14][CH:15]=3)=[CH:6][C:5]=2[C:20]#[N:21])[CH:28]=[CH:27][CH:26]=[CH:25][CH:24]=1. (2) Given the reactants Br[C:2]1[C:3]([NH:9][CH2:10][C:11]([O-:13])=O)=[N:4][CH:5]=[C:6]([Br:8])[N:7]=1.[Na+].[CH2:15]([NH2:17])[CH3:16].P(=O)(O)(O)O, predict the reaction product. The product is: [Br:8][C:6]1[N:7]=[C:2]2[N:17]([CH2:15][CH3:16])[C:11](=[O:13])[CH2:10][NH:9][C:3]2=[N:4][CH:5]=1. (3) The product is: [Cl:1][C:2]1[CH:9]=[CH:8][C:5]([CH:17]([O:18][CH3:19])[O:21][CH3:22])=[C:4]([C:10]([F:11])([F:12])[F:13])[CH:3]=1. Given the reactants [Cl:1][C:2]1[CH:9]=[CH:8][C:5](C=O)=[C:4]([C:10]([F:13])([F:12])[F:11])[CH:3]=1.C(O[CH:17]([O:21][CH2:22]C)[O:18][CH2:19]C)C.CO[Na], predict the reaction product. (4) Given the reactants Cl[C:2]1[C:3]([NH:12][S:13]([C:16]2[N:17]=[CH:18][N:19]([CH3:21])[CH:20]=2)(=[O:15])=[O:14])=[N:4][C:5]2[C:10]([N:11]=1)=[CH:9][CH:8]=[CH:7][CH:6]=2.[NH2:22][C:23]1[CH:32]=[C:31]([O:33][CH3:34])[CH:30]=[CH:29][C:24]=1[C:25]([O:27][CH3:28])=[O:26].C(O)(=O)C, predict the reaction product. The product is: [CH3:34][O:33][C:31]1[CH:30]=[CH:29][C:24]([C:25]([O:27][CH3:28])=[O:26])=[C:23]([NH:22][C:2]2[C:3]([NH:12][S:13]([C:16]3[N:17]=[CH:18][N:19]([CH3:21])[CH:20]=3)(=[O:15])=[O:14])=[N:4][C:5]3[C:10](=[CH:9][CH:8]=[CH:7][CH:6]=3)[N:11]=2)[CH:32]=1. (5) Given the reactants [Cl:1][C:2]1[CH:3]=[C:4]([N:8]2[C:12]([CH2:13][NH2:14])=[CH:11][C:10]([C:15]([F:18])([F:17])[F:16])=[N:9]2)[CH:5]=[CH:6][CH:7]=1.[N:19]1[CH:24]=[CH:23][CH:22]=[CH:21][C:20]=1[CH2:25][C:26](O)=[O:27].F[B-](F)(F)F.N1(OC(N(C)C)=[N+](C)C)C2C=CC=CC=2N=N1.C(N(C(C)C)C(C)C)C, predict the reaction product. The product is: [Cl:1][C:2]1[CH:3]=[C:4]([N:8]2[C:12]([CH2:13][NH:14][C:26](=[O:27])[CH2:25][C:20]3[CH:21]=[CH:22][CH:23]=[CH:24][N:19]=3)=[CH:11][C:10]([C:15]([F:16])([F:17])[F:18])=[N:9]2)[CH:5]=[CH:6][CH:7]=1. (6) The product is: [NH2:6][C:7]1[C:12]2=[C:13]([C:25]3[CH:26]=[CH:27][C:28]([NH:31][C:32]([NH:34][C:35]4[CH:40]=[C:39]([C:41]([F:43])([F:44])[F:42])[CH:38]=[CH:37][N:36]=4)=[O:33])=[CH:29][CH:30]=3)[C:14]([C:23]([CH:1]3[CH2:3][CH2:2]3)=[O:24])=[C:15]([CH2:16][N:17]3[CH2:22][CH2:21][O:20][CH2:19][CH2:18]3)[N:11]2[N:10]=[CH:9][N:8]=1. Given the reactants [CH:1]1([Mg]Br)[CH2:3][CH2:2]1.[NH2:6][C:7]1[C:12]2=[C:13]([C:25]3[CH:30]=[CH:29][C:28]([NH:31][C:32]([NH:34][C:35]4[CH:40]=[C:39]([C:41]([F:44])([F:43])[F:42])[CH:38]=[CH:37][N:36]=4)=[O:33])=[CH:27][CH:26]=3)[C:14]([CH:23]=[O:24])=[C:15]([CH2:16][N:17]3[CH2:22][CH2:21][O:20][CH2:19][CH2:18]3)[N:11]2[N:10]=[CH:9][N:8]=1.CC(OI1(OC(C)=O)(OC(C)=O)OC(=O)C2C=CC=CC1=2)=O, predict the reaction product. (7) Given the reactants F[C:2]1[C:11]2[N:10]=[CH:9][CH:8]=[CH:7][C:6]=2[C:5]([S:12](Cl)(=[O:14])=[O:13])=[CH:4][CH:3]=1.[CH3:16][O:17][C:18]1[CH:19]=[C:20]([CH:24]=[CH:25][CH:26]=1)[CH2:21][NH:22][CH3:23].CCN(C(C)C)C(C)C.FC1C(S(N)(=O)=O)=NC2C(C=1)=CC=CC=2.[CH3:51][C:52]([CH3:55])([O-:54])[CH3:53].[K+], predict the reaction product. The product is: [C:52]([O:54][C:2]1[C:11]2[N:10]=[CH:9][CH:8]=[CH:7][C:6]=2[C:5]([S:12]([N:22]([CH2:21][C:20]2[CH:24]=[CH:25][CH:26]=[C:18]([O:17][CH3:16])[CH:19]=2)[CH3:23])(=[O:14])=[O:13])=[CH:4][CH:3]=1)([CH3:55])([CH3:53])[CH3:51]. (8) Given the reactants Cl[C:2]1[C:11]2[C:6](=[C:7]([N+:12]([O-:14])=[O:13])[CH:8]=[CH:9][CH:10]=2)[CH:5]=[CH:4][N:3]=1.[NH:15]1[CH2:20][CH2:19][CH2:18][CH2:17][CH2:16]1.O.C(OCC)(=O)C, predict the reaction product. The product is: [N+:12]([C:7]1[CH:8]=[CH:9][CH:10]=[C:11]2[C:6]=1[CH:5]=[CH:4][N:3]=[C:2]2[N:15]1[CH2:20][CH2:19][CH2:18][CH2:17][CH2:16]1)([O-:14])=[O:13]. (9) Given the reactants Cl.[Br:2][C:3]1[CH:8]=[CH:7][C:6]([NH:9][NH2:10])=[CH:5][CH:4]=1.Cl.O.[C:13]([OH:17])(=[O:16])[CH:14]=O, predict the reaction product. The product is: [Br:2][C:3]1[CH:8]=[CH:7][C:6]([NH:9]/[N:10]=[CH:14]/[C:13]([OH:17])=[O:16])=[CH:5][CH:4]=1. (10) Given the reactants Cl[C:2]1[N:7]([CH3:8])[C:6](=[O:9])[C:5]([O:10][CH3:11])=[CH:4][N:3]=1.[O:12]([C:19]1[CH:24]=[CH:23][C:22](B(O)O)=[CH:21][CH:20]=1)[C:13]1[CH:18]=[CH:17][CH:16]=[CH:15][CH:14]=1.C([O-])([O-])=O.[Cs+].[Cs+], predict the reaction product. The product is: [CH3:11][O:10][C:5]1[C:6](=[O:9])[N:7]([CH3:8])[C:2]([C:22]2[CH:23]=[CH:24][C:19]([O:12][C:13]3[CH:18]=[CH:17][CH:16]=[CH:15][CH:14]=3)=[CH:20][CH:21]=2)=[N:3][CH:4]=1.